This data is from Catalyst prediction with 721,799 reactions and 888 catalyst types from USPTO. The task is: Predict which catalyst facilitates the given reaction. Reactant: [CH2:1]([O:3][P:4]([CH2:9][CH2:10][CH2:11][CH:12]=[CH2:13])(=[O:8])[O:5][CH2:6][CH3:7])[CH3:2].[CH:14]([Li])([CH2:16][CH3:17])[CH3:15].[CH2:19]1[CH2:24][CH2:23][CH2:22][CH2:21][CH2:20]1. Product: [CH2:6]([O:5][P:4]([CH:9]([CH2:15][CH2:14][CH2:16][CH2:17][CH2:23][CH2:24][CH2:19][CH2:20][CH2:21][CH3:22])[CH2:10][CH2:11][CH:12]=[CH2:13])(=[O:8])[O:3][CH2:1][CH3:2])[CH3:7]. The catalyst class is: 7.